Dataset: Forward reaction prediction with 1.9M reactions from USPTO patents (1976-2016). Task: Predict the product of the given reaction. (1) Given the reactants [Br:1][C:2]1[C:7]2[N:8]=[C:9]([C:13]([F:16])([F:15])[F:14])O[C:11](=[O:12])[C:6]=2[CH:5]=[CH:4][CH:3]=1.[CH2:17]([NH2:19])[CH3:18].C1COCC1, predict the reaction product. The product is: [Br:1][C:2]1[CH:3]=[CH:4][CH:5]=[C:6]2[C:7]=1[N:8]=[C:9]([C:13]([F:16])([F:15])[F:14])[N:19]([CH2:17][CH3:18])[C:11]2=[O:12]. (2) Given the reactants [CH2:1]([C:3]1[CH:18]=[C:17]([C:19]2[N:23]=C(C3C=C(C)N=C(NCC)N=3)O[N:20]=2)[CH:16]=[C:15]([CH3:34])[C:4]=1[O:5][CH2:6][C@@H:7]([OH:14])[CH2:8][NH:9][C:10](=[O:13])[CH2:11][OH:12])[CH3:2].[CH2:35]([NH:39][C:40]1[N:45]=[C:44]([C:46]([OH:48])=O)[CH:43]=[C:42]([CH3:49])[N:41]=1)[CH:36]([CH3:38])[CH3:37], predict the reaction product. The product is: [CH2:1]([C:3]1[CH:18]=[C:17]([C:19]2[N:23]=[C:46]([C:44]3[CH:43]=[C:42]([CH3:49])[N:41]=[C:40]([NH:39][CH2:35][CH:36]([CH3:37])[CH3:38])[N:45]=3)[O:48][N:20]=2)[CH:16]=[C:15]([CH3:34])[C:4]=1[O:5][CH2:6][C@@H:7]([OH:14])[CH2:8][NH:9][C:10](=[O:13])[CH2:11][OH:12])[CH3:2]. (3) The product is: [N+:20]([C:17]1[CH:18]=[CH:19][C:14]2[N:15]([CH:2]=[C:3]([C:4]([C:6]3[CH:11]=[CH:10][CH:9]=[CH:8][CH:7]=3)=[O:5])[N:13]=2)[CH:16]=1)([O-:22])=[O:21]. Given the reactants Br[CH2:2][C:3](=O)[C:4]([C:6]1[CH:11]=[CH:10][CH:9]=[CH:8][CH:7]=1)=[O:5].[NH2:13][C:14]1[CH:19]=[CH:18][C:17]([N+:20]([O-:22])=[O:21])=[CH:16][N:15]=1, predict the reaction product. (4) The product is: [C:7]([C:1]1[CH:6]=[CH:5][CH:4]=[CH:3][CH:2]=1)(=[O:11])[CH2:8][CH3:9]. Given the reactants [C:1]1([C:7]#[C:8][CH3:9])[CH:6]=[CH:5][CH:4]=[CH:3][CH:2]=1.S(=O)(=O)(O)[OH:11], predict the reaction product. (5) Given the reactants CC1(C)C(C)(C)OB([C:9]2[CH:14]=[CH:13][C:12]([O:15][CH:16]([CH3:18])[CH3:17])=[C:11]([C:19]([F:22])([F:21])[F:20])[CH:10]=2)O1.Br[C:25]1[S:26][CH:27]=[CH:28][N:29]=1.C(=O)([O-])[O-].[Cs+].[Cs+], predict the reaction product. The product is: [CH3:18][CH:16]([O:15][C:12]1[CH:13]=[CH:14][C:9]([C:25]2[S:26][CH:27]=[CH:28][N:29]=2)=[CH:10][C:11]=1[C:19]([F:20])([F:21])[F:22])[CH3:17]. (6) Given the reactants [F:1][C:2]([F:40])([F:39])[C@H:3]([N:26]1[CH2:30][CH2:29][C@H:28]([NH:31][C:32](=[O:38])[O:33][C:34]([CH3:37])([CH3:36])[CH3:35])[CH2:27]1)[C:4]1[CH:5]=[N:6][C:7]([NH:10]/[N:11]=[CH:12]/[C:13]2[CH:22]=[CH:21][C:20]3[C:15](=[CH:16][C:17]([O:24][CH3:25])=[C:18]([F:23])[CH:19]=3)[N:14]=2)=[CH:8][CH:9]=1.C(O)(=O)C.I(C1C=CC=CC=1)=O, predict the reaction product. The product is: [F:40][C:2]([F:1])([F:39])[C@H:3]([N:26]1[CH2:30][CH2:29][C@H:28]([NH:31][C:32](=[O:38])[O:33][C:34]([CH3:37])([CH3:35])[CH3:36])[CH2:27]1)[C:4]1[CH:9]=[CH:8][C:7]2[N:6]([C:12]([C:13]3[CH:22]=[CH:21][C:20]4[C:15](=[CH:16][C:17]([O:24][CH3:25])=[C:18]([F:23])[CH:19]=4)[N:14]=3)=[N:11][N:10]=2)[CH:5]=1. (7) Given the reactants [NH2:1][C:2]1[C:3]2[N:4]([CH:22]=[C:23]([Cl:25])[N:24]=2)[CH2:5][C@:6]([C:9]2[CH:10]=[C:11]([NH:16]C(=O)OCC)[CH:12]=[CH:13][C:14]=2[F:15])([CH3:8])[N:7]=1.S(=O)(=O)(O)O.C(O)(=O)C.C([O-])([O-])=O.[Na+].[Na+], predict the reaction product. The product is: [NH2:16][C:11]1[CH:12]=[CH:13][C:14]([F:15])=[C:9]([C@:6]2([CH3:8])[CH2:5][N:4]3[CH:22]=[C:23]([Cl:25])[N:24]=[C:3]3[C:2]([NH2:1])=[N:7]2)[CH:10]=1.